From a dataset of Catalyst prediction with 721,799 reactions and 888 catalyst types from USPTO. Predict which catalyst facilitates the given reaction. (1) Reactant: [Br:1][C:2]1[CH:3]=[C:4]([N:8]2[CH:13]=[C:12]([OH:14])[C:11](=[O:15])[CH:10]=[C:9]2[CH2:16][OH:17])[CH:5]=[CH:6][CH:7]=1.C([O-])([O-])=O.[K+].[K+].[CH3:24][O:25][C:26]1[CH:31]=[CH:30][C:29]([CH2:32]Cl)=[CH:28][CH:27]=1.O. Product: [Br:1][C:2]1[CH:3]=[C:4]([N:8]2[CH:13]=[C:12]([O:14][CH2:32][C:29]3[CH:30]=[CH:31][C:26]([O:25][CH3:24])=[CH:27][CH:28]=3)[C:11](=[O:15])[CH:10]=[C:9]2[CH2:16][OH:17])[CH:5]=[CH:6][CH:7]=1. The catalyst class is: 3. (2) Reactant: [NH2:1][CH2:2][CH:3]1[CH2:8][CH2:7][C:6]([N:15]([CH3:17])[CH3:16])([C:9]2[CH:14]=[CH:13][CH:12]=[CH:11][CH:10]=2)[CH2:5][CH2:4]1.C1([O:24][C:25](=O)[NH:26][CH2:27][CH2:28][CH2:29][C:30]2[CH:35]=[CH:34][CH:33]=[CH:32][CH:31]=2)C=CC=CC=1. Product: [CH3:16][N:15]([CH3:17])[C:6]1([C:9]2[CH:10]=[CH:11][CH:12]=[CH:13][CH:14]=2)[CH2:5][CH2:4][CH:3]([CH2:2][NH:1][C:25]([NH:26][CH2:27][CH2:28][CH2:29][C:30]2[CH:35]=[CH:34][CH:33]=[CH:32][CH:31]=2)=[O:24])[CH2:8][CH2:7]1. The catalyst class is: 12. (3) Reactant: [F:1][C:2]([F:12])([F:11])[C:3]1[CH:4]=[N:5][CH:6]=[C:7]([CH:10]=1)[C:8]#[N:9].[BH4-].[Na+].Cl.[NH4+].[OH-]. Product: [F:11][C:2]([F:1])([F:12])[C:3]1[CH:10]=[C:7]([CH2:8][NH2:9])[CH:6]=[N:5][CH:4]=1. The catalyst class is: 14. (4) Reactant: [NH2:1][C:2]1[CH:3]=[CH:4][CH:5]=[C:6]2[C:11]=1[C:10](=[O:12])[CH2:9][CH2:8][CH2:7]2.[F:13][C:14]([F:27])([F:26])[S:15](O[S:15]([C:14]([F:27])([F:26])[F:13])(=[O:17])=[O:16])(=[O:17])=[O:16]. Product: [O:12]=[C:10]1[C:11]2[C:2]([NH:1][S:15]([C:14]([F:27])([F:26])[F:13])(=[O:17])=[O:16])=[CH:3][CH:4]=[CH:5][C:6]=2[CH2:7][CH2:8][CH2:9]1. The catalyst class is: 2. (5) Reactant: [NH:1]1[CH:8]=[CH:7][C:5]([NH2:6])=[N:4][C:2]1=[O:3].C/C(/O[Si](C)(C)C)=N\[Si](C)(C)C.Br[CH:22]1[C@@H:26]([F:27])[C@H:25]([O:28][CH2:29][C:30]2[CH:35]=[CH:34][C:33]([CH3:36])=[CH:32][CH:31]=2)[C@@H:24]([CH2:37][O:38][CH2:39][C:40]2[CH:45]=[CH:44][C:43]([CH3:46])=[CH:42][CH:41]=2)[S:23]1. Product: [NH2:6][C:5]1[CH:7]=[CH:8][N:1]([CH:22]2[C@@H:26]([F:27])[C@H:25]([O:28][CH2:29][C:30]3[CH:31]=[CH:32][C:33]([CH3:36])=[CH:34][CH:35]=3)[C@@H:24]([CH2:37][O:38][CH2:39][C:40]3[CH:41]=[CH:42][C:43]([CH3:46])=[CH:44][CH:45]=3)[S:23]2)[C:2](=[O:3])[N:4]=1. The catalyst class is: 2. (6) Reactant: [F:1][C:2]([F:14])([F:13])[C:3]1[NH:4][C:5]2[CH:11]=[C:10]([NH2:12])[CH:9]=[CH:8][C:6]=2[N:7]=1.[Br:15]Br. Product: [F:14][C:2]([F:1])([F:13])[C:3]1[NH:4][C:5]2[C:11]([Br:15])=[C:10]([NH2:12])[CH:9]=[CH:8][C:6]=2[N:7]=1. The catalyst class is: 52. (7) Reactant: [CH2:1]([C:8]1[C:9]([O:37][CH3:38])=[N:10][C:11]2[C:16]([C:17]=1[Cl:18])=[CH:15][C:14]([C:19]([C:31]1[N:35]([CH3:36])[CH:34]=[N:33][CH:32]=1)([C:21]1[CH:22]=[N:23][C:24]([C:27]([F:30])([F:29])[F:28])=[CH:25][CH:26]=1)O)=[CH:13][CH:12]=2)[C:2]1[CH:7]=[CH:6][CH:5]=[CH:4][CH:3]=1.[C:39]([OH:45])([C:41]([F:44])([F:43])[F:42])=[O:40].[H-].[Na+].C(OC(=O)C)(=O)C.[NH3:55]. The catalyst class is: 3. Product: [CH2:1]([C:8]1[C:9]([O:37][CH3:38])=[N:10][C:11]2[C:16]([C:17]=1[Cl:18])=[CH:15][C:14]([C:19]([C:31]1[N:35]([CH3:36])[CH:34]=[N:33][CH:32]=1)([C:21]1[CH:22]=[N:23][C:24]([C:27]([F:28])([F:29])[F:30])=[CH:25][CH:26]=1)[NH2:55])=[CH:13][CH:12]=2)[C:2]1[CH:7]=[CH:6][CH:5]=[CH:4][CH:3]=1.[C:39]([OH:45])([C:41]([F:44])([F:43])[F:42])=[O:40].[C:39]([OH:45])([C:41]([F:44])([F:43])[F:42])=[O:40]. (8) Reactant: [CH2:1]([O:8][C:9]1[CH:14]=[CH:13][C:12]([Br:15])=[CH:11][C:10]=1[CH:16]([C:20]1[CH:25]=[CH:24][CH:23]=[CH:22][CH:21]=1)[CH2:17][CH2:18][OH:19])[C:2]1[CH:7]=[CH:6][CH:5]=[CH:4][CH:3]=1.N1C=CC=CC=1.[C:32]1([CH3:42])[CH:37]=[CH:36][C:35]([S:38](Cl)(=[O:40])=[O:39])=[CH:34][CH:33]=1. Product: [CH2:1]([O:8][C:9]1[CH:14]=[CH:13][C:12]([Br:15])=[CH:11][C:10]=1[CH:16]([C:20]1[CH:25]=[CH:24][CH:23]=[CH:22][CH:21]=1)[CH2:17][CH2:18][O:19][S:38]([C:35]1[CH:36]=[CH:37][C:32]([CH3:42])=[CH:33][CH:34]=1)(=[O:40])=[O:39])[C:2]1[CH:3]=[CH:4][CH:5]=[CH:6][CH:7]=1. The catalyst class is: 4.